Dataset: Catalyst prediction with 721,799 reactions and 888 catalyst types from USPTO. Task: Predict which catalyst facilitates the given reaction. (1) Reactant: [OH:1][C:2]1[CH:17]=[CH:16][C:5]2[CH2:6][CH2:7][N:8]([C:11]([O:13][CH2:14][CH3:15])=[O:12])[CH2:9][CH2:10][C:4]=2[CH:3]=1.[Br-:18].[Br-].[Br-].C[N+](C)(C)C1C=CC=CC=1.C[N+](C)(C)C1C=CC=CC=1.C[N+](C)(C)C1C=CC=CC=1. Product: [Br:18][C:17]1[C:2]([OH:1])=[CH:3][C:4]2[CH2:10][CH2:9][N:8]([C:11]([O:13][CH2:14][CH3:15])=[O:12])[CH2:7][CH2:6][C:5]=2[CH:16]=1. The catalyst class is: 98. (2) Reactant: [C:1]([N:8]1[CH2:12][C@@H:11]([N:13]=[N+:14]=[N-:15])[CH2:10][C@H:9]1[C:16]([O:18]C)=[O:17])([O:3][C:4]([CH3:7])([CH3:6])[CH3:5])=[O:2].O.[Li+].[OH-]. Product: [C:1]([N:8]1[CH2:12][C@@H:11]([N:13]=[N+:14]=[N-:15])[CH2:10][C@H:9]1[C:16]([OH:18])=[O:17])([O:3][C:4]([CH3:7])([CH3:6])[CH3:5])=[O:2]. The catalyst class is: 5. (3) Reactant: [Cl:1][C:2]1[N:7]=[C:6]([C:8](OC)=[O:9])[CH:5]=[C:4]([CH3:12])[N:3]=1.[BH4-].[Na+]. Product: [Cl:1][C:2]1[N:7]=[C:6]([CH2:8][OH:9])[CH:5]=[C:4]([CH3:12])[N:3]=1. The catalyst class is: 8. (4) Reactant: Cl[CH2:2][CH2:3][CH2:4][S:5]([C:8]1[CH:13]=[CH:12][CH:11]=[CH:10][CH:9]=1)(=[O:7])=[O:6].[Na+].[I-:15]. Product: [I:15][CH2:2][CH2:3][CH2:4][S:5]([C:8]1[CH:13]=[CH:12][CH:11]=[CH:10][CH:9]=1)(=[O:7])=[O:6]. The catalyst class is: 21.